This data is from Catalyst prediction with 721,799 reactions and 888 catalyst types from USPTO. The task is: Predict which catalyst facilitates the given reaction. (1) Reactant: [N:1]1([C:6]2[CH:25]=[CH:24][C:9]([CH2:10][C:11]3[C:12]([O:22][CH3:23])=[CH:13][C:14]([OH:21])=[C:15]([CH:20]=3)[C:16]([O:18][CH3:19])=[O:17])=[CH:8][CH:7]=2)[CH:5]=[CH:4][CH:3]=[N:2]1.[H-].[Na+].C1C=CC(N([S:35]([C:38]([F:41])([F:40])[F:39])(=[O:37])=[O:36])[S:35]([C:38]([F:41])([F:40])[F:39])(=[O:37])=[O:36])=CC=1.Cl. Product: [N:1]1([C:6]2[CH:25]=[CH:24][C:9]([CH2:10][C:11]3[C:12]([O:22][CH3:23])=[CH:13][C:14]([O:21][S:35]([C:38]([F:41])([F:40])[F:39])(=[O:37])=[O:36])=[C:15]([CH:20]=3)[C:16]([O:18][CH3:19])=[O:17])=[CH:8][CH:7]=2)[CH:5]=[CH:4][CH:3]=[N:2]1. The catalyst class is: 3. (2) Reactant: [Br:1][C:2]1[C:3]([OH:13])=[C:4]([C:10](=[O:12])[CH3:11])[CH:5]=[C:6]([Cl:9])[C:7]=1[CH3:8].C(N(CC)CC)C.[F:21][C:22]([F:35])([F:34])[S:23](O[S:23]([C:22]([F:35])([F:34])[F:21])(=[O:25])=[O:24])(=[O:25])=[O:24]. Product: [F:21][C:22]([F:35])([F:34])[S:23]([O:13][C:3]1[C:4]([C:10](=[O:12])[CH3:11])=[CH:5][C:6]([Cl:9])=[C:7]([CH3:8])[C:2]=1[Br:1])(=[O:25])=[O:24]. The catalyst class is: 2. (3) Reactant: [C:1]([O:5][C:6](=[O:10])[CH2:7][CH2:8][NH2:9])([CH3:4])([CH3:3])[CH3:2].Cl.[C:12](Cl)(Cl)=[S:13].C([O-])(O)=O.[Na+]. Product: [N:9]([CH2:8][CH2:7][C:6]([O:5][C:1]([CH3:4])([CH3:3])[CH3:2])=[O:10])=[C:12]=[S:13]. The catalyst class is: 34. (4) Reactant: C(OC(=O)[NH:10][CH2:11][CH:12]1[CH2:16][C:15]2[C:17]([C:21]3[CH:26]=[CH:25][CH:24]=[CH:23][CH:22]=3)=[CH:18][CH:19]=[CH:20][C:14]=2[O:13]1)C1C=CC=CC=1.Br. Product: [C:21]1([C:17]2[C:15]3[CH2:16][CH:12]([CH2:11][NH2:10])[O:13][C:14]=3[CH:20]=[CH:19][CH:18]=2)[CH:22]=[CH:23][CH:24]=[CH:25][CH:26]=1. The catalyst class is: 27. (5) Reactant: [F:1][C:2]1[CH:7]=[C:6]([N+:8]([O-])=O)[CH:5]=[CH:4][C:3]=1[N:11]1[C:15]([CH3:16])=[N:14][CH:13]=[N:12]1.C(N(CC)CC)C.[H][H]. Product: [F:1][C:2]1[CH:7]=[C:6]([NH2:8])[CH:5]=[CH:4][C:3]=1[N:11]1[C:15]([CH3:16])=[N:14][CH:13]=[N:12]1. The catalyst class is: 312. (6) Reactant: [Br:1][C:2]1[CH:3]=[C:4]([NH2:9])[C:5]([NH2:8])=[N:6][CH:7]=1.[N:10]([CH2:13][CH3:14])=[C:11]=S.C(N=C=NC(C)C)(C)C.C(OCC)(=O)C. Product: [Br:1][C:2]1[CH:3]=[C:4]2[N:9]=[C:11]([NH:10][CH2:13][CH3:14])[NH:8][C:5]2=[N:6][CH:7]=1. The catalyst class is: 179. (7) Reactant: Cl[C:2]1[C:11]2=[N:12][N:13](CC3C=CC(OC)=CC=3)[CH:14]=[C:10]2[C:9]2[CH:8]=[C:7]([O:24][CH3:25])[CH:6]=[CH:5][C:4]=2[N:3]=1.[NH2:26][C:27]1[CH:28]=[C:29]([OH:34])[C:30]([OH:33])=[CH:31][CH:32]=1.Cl. Product: [CH3:25][O:24][C:7]1[CH:6]=[CH:5][C:4]2[N:3]=[C:2]([NH:26][C:27]3[CH:28]=[C:29]([OH:34])[C:30]([OH:33])=[CH:31][CH:32]=3)[C:11]3=[N:12][NH:13][CH:14]=[C:10]3[C:9]=2[CH:8]=1. The catalyst class is: 71. (8) Reactant: Br[C:2]1[CH:3]=[C:4]([NH:10][C:11]2[CH:23]=[C:14]3[CH2:15][N:16]([CH:19]4[CH2:22][O:21][CH2:20]4)[CH2:17][CH2:18][N:13]3[N:12]=2)[C:5](=[O:9])[N:6]([CH3:8])[CH:7]=1.CC1(C)C(C)(C)[O:28][B:27](B2OC(C)(C)C(C)(C)O2)[O:26]1.CC(O[K])=O. Product: [CH3:8][N:6]1[C:5](=[O:9])[C:4]([NH:10][C:11]2[CH:23]=[C:14]3[CH2:15][N:16]([CH:19]4[CH2:22][O:21][CH2:20]4)[CH2:17][CH2:18][N:13]3[N:12]=2)=[CH:3][C:2]([B:27]([OH:28])[OH:26])=[CH:7]1. The catalyst class is: 75. (9) Reactant: [C:1]([Si:5]([CH3:8])([CH3:7])Cl)([CH3:4])([CH3:3])[CH3:2].[C:9]([O:13][C:14]([N:16]1[CH2:20][CH2:19][C@@H:18]([C:21]2[CH:26]=[CH:25][C:24]([S:27]([C:30]3[CH:35]=[CH:34][C:33]([OH:36])=[CH:32][CH:31]=3)(=[O:29])=[O:28])=[CH:23][CH:22]=2)[CH2:17]1)=[O:15])([CH3:12])([CH3:11])[CH3:10].OS([O-])(=O)=O.[K+].[O-]S([O-])(=O)=O.[Na+].[Na+]. Product: [C:9]([O:13][C:14]([N:16]1[CH2:20][CH2:19][C@@H:18]([C:21]2[CH:26]=[CH:25][C:24]([S:27]([C:30]3[CH:35]=[CH:34][C:33]([O:36][Si:5]([C:1]([CH3:4])([CH3:3])[CH3:2])([CH3:8])[CH3:7])=[CH:32][CH:31]=3)(=[O:29])=[O:28])=[CH:23][CH:22]=2)[CH2:17]1)=[O:15])([CH3:12])([CH3:10])[CH3:11]. The catalyst class is: 79.